This data is from NCI-60 drug combinations with 297,098 pairs across 59 cell lines. The task is: Regression. Given two drug SMILES strings and cell line genomic features, predict the synergy score measuring deviation from expected non-interaction effect. Drug 1: CCC1(CC2CC(C3=C(CCN(C2)C1)C4=CC=CC=C4N3)(C5=C(C=C6C(=C5)C78CCN9C7C(C=CC9)(C(C(C8N6C)(C(=O)OC)O)OC(=O)C)CC)OC)C(=O)OC)O. Drug 2: CCC1=C2N=C(C=C(N2N=C1)NCC3=C[N+](=CC=C3)[O-])N4CCCCC4CCO. Cell line: T-47D. Synergy scores: CSS=38.8, Synergy_ZIP=-4.73, Synergy_Bliss=-7.24, Synergy_Loewe=-6.42, Synergy_HSA=-3.53.